From a dataset of Full USPTO retrosynthesis dataset with 1.9M reactions from patents (1976-2016). Predict the reactants needed to synthesize the given product. (1) Given the product [Br:27][C:20]1[C:21]2[C:26](=[CH:25][CH:24]=[CH:23][CH:22]=2)[C:17]([C:35]2[CH:36]=[CH:37][C:32]([Cl:31])=[CH:33][CH:34]=2)=[C:18]([C:28]#[N:29])[C:19]=1[CH3:41], predict the reactants needed to synthesize it. The reactants are: FC(F)(S(O[C:17]1[C:26]2[C:21](=[CH:22][CH:23]=[CH:24][CH:25]=2)[C:20]([Br:27])=[CH:19][C:18]=1[C:28]#[N:29])(=O)=O)C(F)(F)C(F)(F)C(F)(F)F.[Cl:31][C:32]1[CH:37]=[CH:36][C:35](B(O)O)=[CH:34][CH:33]=1.[C:41]([O-])([O-])=O.[K+].[K+]. (2) Given the product [Br:14][C:6]1[C:7]2[C:12]3[C:3]([CH2:2][CH:1]([OH:13])[C:11]=3[CH:10]=[CH:9][CH:8]=2)=[CH:4][CH:5]=1, predict the reactants needed to synthesize it. The reactants are: [CH:1]1([OH:13])[C:11]2=[C:12]3[C:7](=[CH:8][CH:9]=[CH:10]2)[CH:6]=[CH:5][CH:4]=[C:3]3[CH2:2]1.[Br:14]N1C(=O)CCC1=O. (3) Given the product [CH2:24]([O:23][C:21]([C:18]1[CH:19]=[CH:20][C:15]([C:14]#[C:13][CH:9]2[CH2:10][CH2:11][CH2:12][NH:8]2)=[CH:16][CH:17]=1)=[O:22])[CH3:25], predict the reactants needed to synthesize it. The reactants are: C(OC([N:8]1[CH2:12][CH2:11][CH2:10][CH:9]1[C:13]#[C:14][C:15]1[CH:20]=[CH:19][C:18]([C:21]([O:23][CH2:24][CH3:25])=[O:22])=[CH:17][CH:16]=1)=O)(C)(C)C.C(O)(C(F)(F)F)=O. (4) Given the product [CH3:2][O:3][C:4](=[O:43])[CH2:5][C@H:6]1[C:10]2[CH:11]=[CH:12][C:13]([O:15][C@H:16]3[C:24]4[C:19](=[C:20]([CH2:29][N:30]5[CH2:31][CH2:32][NH:33][CH2:34][CH2:35]5)[C:21]([C:25]([F:26])([F:27])[F:28])=[CH:22][CH:23]=4)[CH2:18][CH2:17]3)=[CH:14][C:9]=2[O:8][CH2:7]1, predict the reactants needed to synthesize it. The reactants are: Cl.[CH3:2][O:3][C:4](=[O:43])[CH2:5][C@H:6]1[C:10]2[CH:11]=[CH:12][C:13]([O:15][C@H:16]3[C:24]4[C:19](=[C:20]([CH2:29][N:30]5[CH2:35][CH2:34][N:33](C(OC(C)(C)C)=O)[CH2:32][CH2:31]5)[C:21]([C:25]([F:28])([F:27])[F:26])=[CH:22][CH:23]=4)[CH2:18][CH2:17]3)=[CH:14][C:9]=2[O:8][CH2:7]1.C([O-])([O-])=O.[K+].[K+]. (5) The reactants are: [N:1]1([CH2:6][C:7]2[CH:8]=[N:9][CH:10]=[CH:11][CH:12]=2)[CH:5]=[CH:4][CH:3]=[CH:2]1.[C:13]1([CH3:26])[CH:18]=[C:17]([CH3:19])[CH:16]=[C:15]([CH3:20])[C:14]=1[S:21]([O:24][NH2:25])(=[O:23])=[O:22].CCOCC. Given the product [C:13]1([CH3:26])[CH:18]=[C:17]([CH3:19])[CH:16]=[C:15]([CH3:20])[C:14]=1[S:21]([O-:24])(=[O:23])=[O:22].[N:1]1([CH2:6][C:7]2[CH:8]=[N+:9]([NH2:25])[CH:10]=[CH:11][CH:12]=2)[CH:5]=[CH:4][CH:3]=[CH:2]1, predict the reactants needed to synthesize it. (6) Given the product [N:1]1[CH:6]=[C:5]([C:7]2([NH2:8])[CH2:10][CH2:9]2)[CH:4]=[N:3][CH:2]=1, predict the reactants needed to synthesize it. The reactants are: [N:1]1[CH:6]=[C:5]([C:7]#[N:8])[CH:4]=[N:3][CH:2]=1.[CH2:9]([Mg]Br)[CH3:10].B(F)(F)F.